Dataset: Forward reaction prediction with 1.9M reactions from USPTO patents (1976-2016). Task: Predict the product of the given reaction. (1) Given the reactants [CH3:1][N:2]([CH3:45])[C:3](=O)[CH2:4][C:5]([CH2:28][O:29][CH2:30][CH2:31][CH2:32][CH2:33][CH2:34][CH2:35][CH2:36][CH2:37][CH2:38][CH2:39][CH2:40][CH2:41][CH2:42][CH3:43])([CH2:12][O:13][CH2:14][CH2:15][CH2:16][CH2:17][CH2:18][CH2:19][CH2:20][CH2:21][CH2:22][CH2:23][CH2:24][CH2:25][CH2:26][CH3:27])[CH2:6][C:7]([N:9]([CH3:11])[CH3:10])=O.[H-].[H-].[H-].[H-].[Li+].[Al+3], predict the reaction product. The product is: [CH3:11][N:9]([CH3:10])[CH2:7][CH2:6][C:5]([CH2:12][O:13][CH2:14][CH2:15][CH2:16][CH2:17][CH2:18][CH2:19][CH2:20][CH2:21][CH2:22][CH2:23][CH2:24][CH2:25][CH2:26][CH3:27])([CH2:28][O:29][CH2:30][CH2:31][CH2:32][CH2:33][CH2:34][CH2:35][CH2:36][CH2:37][CH2:38][CH2:39][CH2:40][CH2:41][CH2:42][CH3:43])[CH2:4][CH2:3][N:2]([CH3:1])[CH3:45]. (2) The product is: [F:13][C:14]1[N:15]=[CH:16][C:17]([C:2]2[N:3]=[C:4]3[CH:9]=[CH:8][C:7]([O:10][CH3:11])=[CH:6][N:5]3[CH:12]=2)=[CH:18][CH:19]=1. Given the reactants Br[C:2]1[N:3]=[C:4]2[CH:9]=[CH:8][C:7]([O:10][CH3:11])=[CH:6][N:5]2[CH:12]=1.[F:13][C:14]1[CH:19]=[CH:18][C:17](B2OC(C)(C)C(C)(C)O2)=[CH:16][N:15]=1.C([O-])([O-])=O.[K+].[K+], predict the reaction product.